From a dataset of Full USPTO retrosynthesis dataset with 1.9M reactions from patents (1976-2016). Predict the reactants needed to synthesize the given product. (1) The reactants are: [Br:1][C:2]1[CH:3]=[CH:4][C:5]([N:8]2[CH2:14][CH2:13][CH2:12][NH:11][CH2:10][CH2:9]2)=[N:6][CH:7]=1.[C:15](=O)([O:22]C1C=CC([N+]([O-])=O)=CC=1)[O:16][CH2:17][C:18]([NH:20][CH3:21])=[O:19]. Given the product [Br:1][C:2]1[CH:3]=[CH:4][C:5]([N:8]2[CH2:14][CH2:13][CH2:12][N:11]([C:15]([O:16][CH2:17][C:18]([NH:20][CH3:21])=[O:19])=[O:22])[CH2:10][CH2:9]2)=[N:6][CH:7]=1, predict the reactants needed to synthesize it. (2) Given the product [F:1][C:2]1[CH:3]=[C:4]([NH:9][C:10]2[O:14][C:13]([C:15]([NH:17][C:18]3[CH:19]=[CH:20][C:21]([N:24]4[CH2:25][CH2:26][CH:27]([CH2:30][C:31]([OH:33])=[O:32])[CH2:28][CH2:29]4)=[N:22][CH:23]=3)=[O:16])=[N:12][N:11]=2)[CH:5]=[CH:6][C:7]=1[F:8], predict the reactants needed to synthesize it. The reactants are: [F:1][C:2]1[CH:3]=[C:4]([NH:9][C:10]2[O:14][C:13]([C:15]([NH:17][C:18]3[CH:19]=[CH:20][C:21]([N:24]4[CH2:29][CH2:28][CH:27]([CH2:30][C:31]([O:33]C)=[O:32])[CH2:26][CH2:25]4)=[N:22][CH:23]=3)=[O:16])=[N:12][N:11]=2)[CH:5]=[CH:6][C:7]=1[F:8].[OH-].[Na+]. (3) Given the product [C:39]1([CH3:38])[CH:44]=[CH:43][C:42]([NH:20][S:17]([CH3:16])(=[O:19])=[O:18])=[CH:41][CH:40]=1, predict the reactants needed to synthesize it. The reactants are: P([O-])([O-])([O-])=O.[K+].[K+].[K+].P.C(O)(CC)(C)C.[CH3:16][S:17]([NH2:20])(=[O:19])=[O:18].S(C(C(C(C(F)(F)F)(F)F)(F)F)(F)F)(O)(=O)=O.[CH3:38][C:39]1[CH:44]=[CH:43][CH:42]=[CH:41][CH:40]=1. (4) Given the product [C:22]1([C:19]2[CH:18]=[CH:17][C:16]([CH:15]([NH:28][C:29]([NH:31][C:32]3[CH:33]=[C:34]([Cl:39])[CH:35]=[C:36]([Cl:38])[CH:37]=3)=[O:30])[C:12]3[CH:13]=[CH:14][C:9]([C:8]([NH:7][CH2:6][CH:5]([OH:41])[C:4]([OH:42])=[O:3])=[O:40])=[CH:10][CH:11]=3)=[CH:21][CH:20]=2)[CH2:27][CH2:26][CH2:25][CH2:24][CH:23]=1, predict the reactants needed to synthesize it. The reactants are: C([O:3][C:4](=[O:42])[CH:5]([OH:41])[CH2:6][NH:7][C:8](=[O:40])[C:9]1[CH:14]=[CH:13][C:12]([CH:15]([NH:28][C:29]([NH:31][C:32]2[CH:37]=[C:36]([Cl:38])[CH:35]=[C:34]([Cl:39])[CH:33]=2)=[O:30])[C:16]2[CH:21]=[CH:20][C:19]([C:22]3[CH2:27][CH2:26][CH2:25][CH2:24][CH:23]=3)=[CH:18][CH:17]=2)=[CH:11][CH:10]=1)C.[OH-].[Na+].Cl. (5) Given the product [Br:1][C:2]1[CH:10]=[CH:9][C:5]([C:6]([N:14]([O:15][CH3:16])[CH3:13])=[O:7])=[CH:4][C:3]=1[Cl:11], predict the reactants needed to synthesize it. The reactants are: [Br:1][C:2]1[CH:10]=[CH:9][C:5]([C:6](O)=[O:7])=[CH:4][C:3]=1[Cl:11].Cl.[CH3:13][NH:14][O:15][CH3:16].O.ON1C2C=CC=CC=2N=N1.C(N(C(C)C)CC)(C)C.Cl.C(N=C=NCCCN(C)C)C. (6) Given the product [Cl:13][C:3]1[C:8]([C:9]#[N:10])=[C:7]([CH3:11])[N:6]=[CH:5][CH:4]=1, predict the reactants needed to synthesize it. The reactants are: CO[C:3]1[C:8]([C:9]#[N:10])=[C:7]([CH3:11])[N:6]=[CH:5][CH:4]=1.P(Cl)(Cl)(Cl)(Cl)[Cl:13]. (7) Given the product [CH3:15][N:16]1[C:28]2[CH2:27][CH2:26][CH:25]([CH2:7][N:5]3[CH:6]=[CH:3][N:2]=[C:4]3[CH3:9])[C:24](=[O:29])[C:23]=2[C:22]2[C:17]1=[CH:18][CH:19]=[CH:20][CH:21]=2, predict the reactants needed to synthesize it. The reactants are: C[N:2]([CH2:4][N:5]([CH3:7])[CH3:6])[CH3:3].F[C:9](F)(F)C(O)=O.[CH3:15][N:16]1[C:28]2[CH2:27][CH2:26][CH2:25][C:24](=[O:29])[C:23]=2[C:22]2[C:17]1=[CH:18][CH:19]=[CH:20][CH:21]=2.CC1NC=CN=1.[OH-].[Na+]. (8) Given the product [CH3:1][O:2][C:3]1[CH:11]=[CH:10][C:9]([C:12]([F:15])([F:14])[F:13])=[CH:8][C:4]=1[C:5](=[O:7])[CH2:17][C:16]([O:22][CH2:23][CH3:24])=[O:21], predict the reactants needed to synthesize it. The reactants are: [CH3:1][O:2][C:3]1[CH:11]=[CH:10][C:9]([C:12]([F:15])([F:14])[F:13])=[CH:8][C:4]=1[C:5]([OH:7])=O.[C:16]([O:22][CH2:23][CH3:24])(=[O:21])[CH2:17]C([O-])=O.[K+].[Mg+2].[Cl-].[Cl-].C(N(CC)CC)C.